From a dataset of Peptide-MHC class I binding affinity with 185,985 pairs from IEDB/IMGT. Regression. Given a peptide amino acid sequence and an MHC pseudo amino acid sequence, predict their binding affinity value. This is MHC class I binding data. (1) The peptide sequence is IYDVIVEPP. The MHC is H-2-Kd with pseudo-sequence H-2-Kd. The binding affinity (normalized) is 0. (2) The peptide sequence is KSNRIPFLY. The MHC is HLA-A30:01 with pseudo-sequence HLA-A30:01. The binding affinity (normalized) is 0.599. (3) The peptide sequence is QAHMGIAGL. The MHC is HLA-A02:01 with pseudo-sequence HLA-A02:01. The binding affinity (normalized) is 0.0847. (4) The peptide sequence is YAAEMVEYL. The MHC is HLA-A02:01 with pseudo-sequence HLA-A02:01. The binding affinity (normalized) is 0.680. (5) The peptide sequence is RAYAAMHLW. The MHC is HLA-A25:01 with pseudo-sequence HLA-A25:01. The binding affinity (normalized) is 0.0847. (6) The peptide sequence is LPTTITVPV. The MHC is HLA-B53:01 with pseudo-sequence HLA-B53:01. The binding affinity (normalized) is 0.552. (7) The binding affinity (normalized) is 0.815. The MHC is H-2-Db with pseudo-sequence H-2-Db. The peptide sequence is TQPQNGQFI. (8) The peptide sequence is YPNSSDLDM. The MHC is HLA-B07:02 with pseudo-sequence HLA-B07:02. The binding affinity (normalized) is 0.496. (9) The peptide sequence is TTCSVLVTVK. The MHC is HLA-A31:01 with pseudo-sequence HLA-A31:01. The binding affinity (normalized) is 0.216.